This data is from Catalyst prediction with 721,799 reactions and 888 catalyst types from USPTO. The task is: Predict which catalyst facilitates the given reaction. (1) Reactant: [CH2:1]([C:3]1[C:4](=[O:10])[NH:5][C:6]([CH3:9])=[CH:7][CH:8]=1)[CH3:2].[Br:11]N1C(=O)CCC1=O. Product: [Br:11][C:7]1[CH:8]=[C:3]([CH2:1][CH3:2])[C:4](=[O:10])[NH:5][C:6]=1[CH3:9]. The catalyst class is: 5. (2) Reactant: [C:1]([O:5][C:6]([N:8]1[CH2:12][C@@H:11]([CH2:13][NH:14][C:15](=[O:24])[C:16]2[CH:21]=[CH:20][CH:19]=[C:18]([C:22]#[N:23])[CH:17]=2)[CH2:10][C@H:9]1[C:25]([N:27]1[CH2:31][CH2:30][S:29][CH2:28]1)=[O:26])=[O:7])([CH3:4])([CH3:3])[CH3:2].[N-:32]=[N+:33]=[N-:34].[Na+].[Cl-].[NH4+]. Product: [C:1]([O:5][C:6]([N:8]1[CH2:12][C@@H:11]([CH2:13][NH:14][C:15](=[O:24])[C:16]2[CH:21]=[CH:20][CH:19]=[C:18]([C:22]3[NH:34][N:33]=[N:32][N:23]=3)[CH:17]=2)[CH2:10][C@H:9]1[C:25]([N:27]1[CH2:31][CH2:30][S:29][CH2:28]1)=[O:26])=[O:7])([CH3:4])([CH3:2])[CH3:3]. The catalyst class is: 3. (3) Product: [C:41]([N:8]1[CH2:9][CH:10]([N:12]2[C:16]3[C:17]([Cl:21])=[CH:18][CH:19]=[CH:20][C:15]=3[N:14]=[C:13]2[NH:22][C:23](=[O:31])[C:24]2[CH:29]=[CH:28][N:27]=[C:26]([CH3:30])[CH:25]=2)[CH2:11][N:5]([C:1](=[O:4])[CH:2]=[CH2:3])[CH2:6][CH2:7]1)(=[O:43])[CH3:42]. Reactant: [C:1]([N:5]1[CH2:11][CH:10]([N:12]2[C:16]3[C:17]([Cl:21])=[CH:18][CH:19]=[CH:20][C:15]=3[N:14]=[C:13]2[NH:22][C:23](=[O:31])[C:24]2[CH:29]=[CH:28][N:27]=[C:26]([CH3:30])[CH:25]=2)[CH2:9][NH:8][CH2:7][CH2:6]1)(=[O:4])[CH:2]=[CH2:3].C(N(CC)C(C)C)(C)C.[C:41](OC(=O)C)(=[O:43])[CH3:42]. The catalyst class is: 2. (4) Reactant: Br.Br[CH2:3][C:4]([C:6]1[CH:7]=[N:8][CH:9]=[CH:10][CH:11]=1)=[O:5].[NH2:12][C:13]1[C:18]([N+:19]([O-:21])=[O:20])=[CH:17][CH:16]=[CH:15][C:14]=1[OH:22].C(=O)([O-])[O-].[K+].[K+].CC(C)=O. Product: [NH2:12][C:13]1[C:18]([N+:19]([O-:21])=[O:20])=[CH:17][CH:16]=[CH:15][C:14]=1[O:22][CH2:3][C:4]([C:6]1[CH:7]=[N:8][CH:9]=[CH:10][CH:11]=1)=[O:5]. The catalyst class is: 6.